From a dataset of Catalyst prediction with 721,799 reactions and 888 catalyst types from USPTO. Predict which catalyst facilitates the given reaction. (1) Reactant: [F:1][C:2]1[CH:3]=[CH:4][C:5]([N+:12]([O-])=O)=[C:6]2[C:11]=1[CH:10]=[N:9][CH:8]=[CH:7]2.[H][H]. Product: [F:1][C:2]1[C:11]2[CH:10]=[N:9][CH:8]=[CH:7][C:6]=2[C:5]([NH2:12])=[CH:4][CH:3]=1. The catalyst class is: 19. (2) Reactant: [NH2:1][C:2]1[CH:7]=[N:6][C:5]([Br:8])=[CH:4][N:3]=1.Br[CH2:10][C:11]([C:13]1[CH:18]=[CH:17][CH:16]=[C:15]([O:19][CH3:20])[CH:14]=1)=O.[OH-].[Na+]. Product: [Br:8][C:5]1[N:6]=[CH:7][C:2]2[N:3]([CH:10]=[C:11]([C:13]3[CH:18]=[CH:17][CH:16]=[C:15]([O:19][CH3:20])[CH:14]=3)[N:1]=2)[CH:4]=1. The catalyst class is: 8. (3) Reactant: [F:1][C:2]([F:40])([F:39])[C:3]1[CH:8]=[CH:7][C:6]([C:9]([F:12])([F:11])[F:10])=[CH:5][C:4]=1[C@H:13]([N:15]1[CH2:18][CH:17]([C@@H:19]2[CH2:24][O:23][C:22]3[CH:25]=[CH:26][C:27]([C@H:29]([CH:36]4[CH2:38][CH2:37]4)[C@H:30]([CH3:35])[C:31]([O:33]C)=[O:32])=[CH:28][C:21]=3[O:20]2)[CH2:16]1)C.CO.[Li+].[OH-].Cl. Product: [F:40][C:2]([F:1])([F:39])[C:3]1[CH:8]=[CH:7][C:6]([C:9]([F:11])([F:12])[F:10])=[CH:5][C:4]=1[CH2:13][N:15]1[CH2:18][CH:17]([C@@H:19]2[CH2:24][O:23][C:22]3[CH:25]=[CH:26][C:27]([C@H:29]([CH:36]4[CH2:38][CH2:37]4)[C@H:30]([CH3:35])[C:31]([OH:33])=[O:32])=[CH:28][C:21]=3[O:20]2)[CH2:16]1. The catalyst class is: 20. (4) Reactant: CON(C)[C:4]([C:6]1[CH:7]=[C:8]2[C:13](=[CH:14][CH:15]=1)[N:12]=[CH:11][C:10]([O:16][CH3:17])=[N:9]2)=[O:5].[H-].[H-].[H-].[H-].[Li+].[Al+3]. The catalyst class is: 1. Product: [CH3:17][O:16][C:10]1[CH:11]=[N:12][C:13]2[C:8]([N:9]=1)=[CH:7][C:6]([CH:4]=[O:5])=[CH:15][CH:14]=2. (5) Reactant: [F:1][C:2]1[CH:36]=[CH:35][C:5]([CH2:6][N:7]2[C:11]3[CH:12]=[N:13][C:14]4[C:15](=[O:29])[N:16]([O:20][CH2:21][O:22][CH2:23][CH2:24][Si:25]([CH3:28])([CH3:27])[CH3:26])[CH2:17][CH2:18][C:19]=4[C:10]=3[C:9](/[CH:30]=[CH:31]\[O:32]CC)=[CH:8]2)=[CH:4][CH:3]=1.CC1C=CC(S(O)(=O)=O)=CC=1.O. Product: [F:1][C:2]1[CH:3]=[CH:4][C:5]([CH2:6][N:7]2[C:11]3[CH:12]=[N:13][C:14]4[C:15](=[O:29])[N:16]([O:20][CH2:21][O:22][CH2:23][CH2:24][Si:25]([CH3:26])([CH3:27])[CH3:28])[CH2:17][CH2:18][C:19]=4[C:10]=3[C:9]([CH2:30][CH:31]=[O:32])=[CH:8]2)=[CH:35][CH:36]=1. The catalyst class is: 12.